From a dataset of Catalyst prediction with 721,799 reactions and 888 catalyst types from USPTO. Predict which catalyst facilitates the given reaction. (1) Product: [Cl:19][C:20]1[CH:25]=[CH:24][C:23]([O:26][C:27]2[CH:28]=[C:29]([CH2:30][NH:31][C:11](=[O:13])[C:10]3[CH:14]=[CH:15][C:16]([CH3:18])=[N:17][C:9]=3[NH2:8])[CH:32]=[CH:33][CH:34]=2)=[CH:22][CH:21]=1. The catalyst class is: 3. Reactant: C(N(CC)CC)C.[NH2:8][C:9]1[N:17]=[C:16]([CH3:18])[CH:15]=[CH:14][C:10]=1[C:11]([OH:13])=O.[Cl:19][C:20]1[CH:25]=[CH:24][C:23]([O:26][C:27]2[CH:28]=[C:29]([CH:32]=[CH:33][CH:34]=2)[CH2:30][NH2:31])=[CH:22][CH:21]=1.CN([P+](ON1N=NC2C=CC=CC1=2)(N(C)C)N(C)C)C.F[P-](F)(F)(F)(F)F. (2) Reactant: [Br:1][C:2]1[CH:3]=[C:4]([S:9]([NH:12][C:13]([CH3:16])([CH3:15])[CH3:14])(=[O:11])=[O:10])[C:5]([OH:8])=[N:6][CH:7]=1.[CH3:17][O:18][C:19]1[CH:26]=[CH:25][C:22]([CH2:23]Cl)=[CH:21][CH:20]=1.C([O-])([O-])=O.[K+].[K+]. Product: [Br:1][C:2]1[CH:3]=[C:4]([S:9]([NH:12][C:13]([CH3:16])([CH3:15])[CH3:14])(=[O:10])=[O:11])[C:5]([O:8][CH2:23][C:22]2[CH:25]=[CH:26][C:19]([O:18][CH3:17])=[CH:20][CH:21]=2)=[N:6][CH:7]=1. The catalyst class is: 18. (3) Reactant: [F:1][C:2]1[CH:3]=[C:4]([CH:31]=[CH:32][C:33]=1[F:34])[CH2:5][NH:6][C:7]([C:9]1[C:17]2[C:12](=[CH:13][C:14]([O:18][CH3:19])=[CH:15][CH:16]=2)[N:11]([CH2:20][C:21]2[CH:26]=[CH:25][CH:24]=[CH:23][N:22]=2)[C:10]=1[C:27](OC)=[O:28])=[O:8].CC(C[AlH]CC(C)C)C. Product: [F:1][C:2]1[CH:3]=[C:4]([CH:31]=[CH:32][C:33]=1[F:34])[CH2:5][NH:6][C:7]([C:9]1[C:17]2[C:12](=[CH:13][C:14]([O:18][CH3:19])=[CH:15][CH:16]=2)[N:11]([CH2:20][C:21]2[CH:26]=[CH:25][CH:24]=[CH:23][N:22]=2)[C:10]=1[CH:27]=[O:28])=[O:8]. The catalyst class is: 2.